The task is: Predict the reactants needed to synthesize the given product.. This data is from Full USPTO retrosynthesis dataset with 1.9M reactions from patents (1976-2016). (1) Given the product [CH2:1]([O:3][C:4]([C:6]1[S:7][C:8]([CH2:12][OH:13])=[C:9]([CH3:11])[N:10]=1)=[O:5])[CH3:2], predict the reactants needed to synthesize it. The reactants are: [CH2:1]([O:3][C:4]([C:6]1[S:7][C:8]([C:12](O)=[O:13])=[C:9]([CH3:11])[N:10]=1)=[O:5])[CH3:2].O. (2) The reactants are: [C:1]([C:4]1[N:5]([CH2:30][O:31][CH2:32][CH2:33][Si:34]([CH3:37])([CH3:36])[CH3:35])[CH:6]=[C:7]([C:9]([NH:11][C@@H:12]([CH3:29])[CH2:13][N:14]2[CH:18]=[CH:17][C:16]([C:19]3[CH:24]=[C:23]([F:25])[C:22]([C:26]#[N:27])=[C:21]([Cl:28])[CH:20]=3)=[N:15]2)=[O:10])[N:8]=1)(=[O:3])[CH3:2].[BH4-].[Na+]. Given the product [Cl:28][C:21]1[CH:20]=[C:19]([C:16]2[CH:17]=[CH:18][N:14]([CH2:13][C@@H:12]([NH:11][C:9]([C:7]3[N:8]=[C:4]([CH:1]([OH:3])[CH3:2])[N:5]([CH2:30][O:31][CH2:32][CH2:33][Si:34]([CH3:36])([CH3:35])[CH3:37])[CH:6]=3)=[O:10])[CH3:29])[N:15]=2)[CH:24]=[C:23]([F:25])[C:22]=1[C:26]#[N:27], predict the reactants needed to synthesize it. (3) The reactants are: [OH:1][CH2:2][C@@H:3]1[CH2:8][C@H:7]([N:9]([C:14]([C:16]2[N:20]([CH2:21][CH2:22][CH2:23][CH2:24][O:25][CH3:26])[C:19]3[CH:27]=[CH:28][CH:29]=[CH:30][C:18]=3[N:17]=2)=[O:15])[CH2:10][CH:11]([CH3:13])[CH3:12])[CH2:6][N:5](C(OC(C)(C)C)=O)[CH2:4]1.[C:38](OCC)(=[O:40])[CH3:39].[ClH:44]. Given the product [ClH:44].[ClH:44].[C:38]([O:1][CH2:2][C@@H:3]1[CH2:8][C@H:7]([N:9]([C:14]([C:16]2[N:20]([CH2:21][CH2:22][CH2:23][CH2:24][O:25][CH3:26])[C:19]3[CH:27]=[CH:28][CH:29]=[CH:30][C:18]=3[N:17]=2)=[O:15])[CH2:10][CH:11]([CH3:12])[CH3:13])[CH2:6][NH:5][CH2:4]1)(=[O:40])[CH3:39], predict the reactants needed to synthesize it.